From a dataset of Peptide-MHC class I binding affinity with 185,985 pairs from IEDB/IMGT. Regression. Given a peptide amino acid sequence and an MHC pseudo amino acid sequence, predict their binding affinity value. This is MHC class I binding data. (1) The peptide sequence is DPRRLVQLL. The MHC is HLA-B53:01 with pseudo-sequence HLA-B53:01. The binding affinity (normalized) is 0. (2) The peptide sequence is TDRGKDKV. The MHC is Mamu-A11 with pseudo-sequence Mamu-A11. The binding affinity (normalized) is 0.0191. (3) The peptide sequence is SSSLDQTHIK. The MHC is HLA-A68:01 with pseudo-sequence HLA-A68:01. The binding affinity (normalized) is 0.377. (4) The peptide sequence is FPLCANGQVF. The MHC is HLA-A30:01 with pseudo-sequence HLA-A30:01. The binding affinity (normalized) is 0. (5) The peptide sequence is TLLCGAATA. The MHC is HLA-A69:01 with pseudo-sequence HLA-A69:01. The binding affinity (normalized) is 0.448. (6) The peptide sequence is MQDVFTFYV. The MHC is HLA-A26:01 with pseudo-sequence HLA-A26:01. The binding affinity (normalized) is 0.0847. (7) The peptide sequence is EKPKFLPDL. The MHC is HLA-B39:01 with pseudo-sequence HLA-B39:01. The binding affinity (normalized) is 0.0847. (8) The peptide sequence is NSVANRSKQK. The MHC is HLA-A11:01 with pseudo-sequence HLA-A11:01. The binding affinity (normalized) is 0.421. (9) The MHC is HLA-A26:01 with pseudo-sequence HLA-A26:01. The peptide sequence is VPRENATAF. The binding affinity (normalized) is 0.363. (10) The peptide sequence is MHKMVEIPF. The MHC is Mamu-B17 with pseudo-sequence Mamu-B17. The binding affinity (normalized) is 0.482.